Dataset: Full USPTO retrosynthesis dataset with 1.9M reactions from patents (1976-2016). Task: Predict the reactants needed to synthesize the given product. (1) The reactants are: [CH2:1]([O:8][CH2:9][C:10]1[O:14][C:13]([C:15]2[CH:20]=[CH:19][CH:18]=[CH:17][CH:16]=2)=[N:12][C:11]=1[C:21]([N:23]([CH2:31][C:32]([O:34]C)=[O:33])[CH2:24][C:25]1[CH:30]=[CH:29][CH:28]=[CH:27][N:26]=1)=[O:22])[C:2]1[CH:7]=[CH:6][CH:5]=[CH:4][CH:3]=1.[OH-].[Li+]. Given the product [CH2:1]([O:8][CH2:9][C:10]1[O:14][C:13]([C:15]2[CH:20]=[CH:19][CH:18]=[CH:17][CH:16]=2)=[N:12][C:11]=1[C:21]([N:23]([CH2:31][C:32]([OH:34])=[O:33])[CH2:24][C:25]1[CH:30]=[CH:29][CH:28]=[CH:27][N:26]=1)=[O:22])[C:2]1[CH:3]=[CH:4][CH:5]=[CH:6][CH:7]=1, predict the reactants needed to synthesize it. (2) Given the product [C:1]([O:5][C:6]([N:8]1[CH2:13][CH2:12][CH:11]([NH:14][C:18]2[C:27]3[C:22](=[CH:23][C:24]([Cl:28])=[CH:25][CH:26]=3)[N:21]=[CH:20][N:19]=2)[CH2:10][CH2:9]1)=[O:7])([CH3:4])([CH3:2])[CH3:3], predict the reactants needed to synthesize it. The reactants are: [C:1]([O:5][C:6]([N:8]1[CH2:13][CH2:12][CH:11]([NH2:14])[CH2:10][CH2:9]1)=[O:7])([CH3:4])([CH3:3])[CH3:2].[H-].[Na+].Cl[C:18]1[C:27]2[C:22](=[CH:23][C:24]([Cl:28])=[CH:25][CH:26]=2)[N:21]=[CH:20][N:19]=1. (3) Given the product [F:1][C:2]1[CH:3]=[C:4]([CH:10]2[CH2:15][CH2:14][CH2:13][CH2:12][C:11]2=[O:16])[CH:5]=[C:6]([F:9])[C:7]=1[F:8], predict the reactants needed to synthesize it. The reactants are: [F:1][C:2]1[CH:3]=[C:4]([CH:10]2[CH2:15][CH2:14][CH2:13][CH2:12][CH:11]2[OH:16])[CH:5]=[C:6]([F:9])[C:7]=1[F:8].C(=O)(O)[O-].[Na+]. (4) Given the product [C:1]1([C@H:7]([N:9]2[CH:13]=[CH:12][O:11][C:10]2=[O:15])[CH3:8])[CH:6]=[CH:5][CH:4]=[CH:3][CH:2]=1, predict the reactants needed to synthesize it. The reactants are: [C:1]1([C@H:7]([N:9]2[C:13](=O)[CH2:12][O:11][C:10]2=[O:15])[CH3:8])[CH:6]=[CH:5][CH:4]=[CH:3][CH:2]=1.[BH4-].[Na+].CC(C)=O.CS(Cl)(=O)=O. (5) Given the product [CH:1]12[CH2:8][CH:7]3[CH2:6][CH:5]([CH2:4][CH:3]([CH2:9]3)[CH:2]1[N:11]1[CH2:15][CH:14]([CH:16]([CH3:18])[CH3:17])[N:13]([CH2:19][CH:20]([CH3:22])[CH3:21])[C:12]1=[O:23])[CH2:10]2.[CH:1]12[CH2:8][CH:7]3[CH2:6][CH:5]([CH2:4][CH:3]([CH2:9]3)[CH:2]1[N:11]1[CH2:15][CH:14]([CH:16]([CH3:18])[CH3:17])[N:13]([CH2:19][CH:20]3[CH2:22][CH2:21]3)[C:12]1=[O:23])[CH2:10]2, predict the reactants needed to synthesize it. The reactants are: [CH:1]12[CH2:10][CH:5]3[CH2:6][CH:7]([CH2:9][CH:3]([CH2:4]3)[CH:2]1[N:11]1[CH:15]=[C:14]([CH:16]([CH3:18])[CH3:17])[N:13]([CH2:19][CH:20]3[CH2:22][CH2:21]3)[C:12]1=[O:23])[CH2:8]2. (6) The reactants are: [NH:1]1[CH2:11][CH2:10][CH2:9][CH:3](C(OCC)=O)[CH2:2]1.[N:12]1[CH:17]=[CH:16][C:15]([CH:18]=O)=[CH:14][CH:13]=1.[NH2:20][C:21]1[CH:25]=[CH:24][NH:23][N:22]=1. Given the product [C:2]([C:3]1[CH:9]([C:9]2[CH:3]=[CH:2][N:1]=[CH:11][CH:10]=2)[C:25]2[C:21](=[N:22][NH:23][CH:24]=2)[NH:20][C:18]=1[CH:15]1[CH2:16][CH2:17][NH:12][CH2:13][CH2:14]1)#[N:1], predict the reactants needed to synthesize it. (7) Given the product [F:27][C:11]([F:10])([F:26])[C@@H:12]([NH:21][S:22]([CH3:25])(=[O:24])=[O:23])[C:13]1[CH:14]=[CH:15][C:16]([CH2:19][NH:1][CH2:2][C@H:3]([OH:5])[CH3:4])=[CH:17][CH:18]=1, predict the reactants needed to synthesize it. The reactants are: [NH2:1][CH2:2][C@H:3]([OH:5])[CH3:4].C(O)(=O)C.[F:10][C:11]([F:27])([F:26])[C@@H:12]([NH:21][S:22]([CH3:25])(=[O:24])=[O:23])[C:13]1[CH:18]=[CH:17][C:16]([CH:19]=O)=[CH:15][CH:14]=1.C(O[BH-](OC(=O)C)OC(=O)C)(=O)C.[Na+]. (8) Given the product [CH:20]1([CH2:23][O:24][C:25]2[C:32]([O:33][CH3:34])=[CH:31][CH:30]=[CH:29][C:26]=2/[CH:27]=[CH:19]/[C:10]2[N:11]=[C:12]3[S:18][CH:17]=[CH:16][N:13]3[C:14](=[O:15])[C:9]=2[C:6]2[CH:5]=[CH:4][C:3]([O:2][CH3:1])=[CH:8][CH:7]=2)[CH2:21][CH2:22]1, predict the reactants needed to synthesize it. The reactants are: [CH3:1][O:2][C:3]1[CH:8]=[CH:7][C:6]([C:9]2[C:14](=[O:15])[N:13]3[CH:16]=[CH:17][S:18][C:12]3=[N:11][C:10]=2[CH3:19])=[CH:5][CH:4]=1.[CH:20]1([CH2:23][O:24][C:25]2[C:32]([O:33][CH3:34])=[CH:31][CH:30]=[CH:29][C:26]=2[CH:27]=O)[CH2:22][CH2:21]1.[O-]CC.[Na+]. (9) Given the product [C:19]([NH:27][C:28]1[CH:37]=[C:36]([C:2]2[S:1][C:5]3[CH:6]=[CH:7][CH:8]=[CH:9][C:4]=3[CH:3]=2)[CH:35]=[CH:34][C:29]=1[C:30]([OH:32])=[O:31])(=[O:26])[C:20]1[CH:21]=[CH:22][CH:23]=[CH:24][CH:25]=1, predict the reactants needed to synthesize it. The reactants are: [S:1]1[C:5]2[CH:6]=[CH:7][CH:8]=[CH:9][C:4]=2[CH:3]=[C:2]1B(O)O.C(=O)([O-])[O-].[Na+].[Na+].[C:19]([NH:27][C:28]1[CH:37]=[C:36](Br)[CH:35]=[CH:34][C:29]=1[C:30]([O:32]C)=[O:31])(=[O:26])[C:20]1[CH:25]=[CH:24][CH:23]=[CH:22][CH:21]=1.